Predict the product of the given reaction. From a dataset of Forward reaction prediction with 1.9M reactions from USPTO patents (1976-2016). (1) Given the reactants [N:1]1([C:15]([O:17][CH2:18][C:19]2[CH:24]=[CH:23][CH:22]=[CH:21][CH:20]=2)=[O:16])[CH2:6][CH2:5][NH:4][CH2:3][CH:2]1[C:7]([O:9][CH:10]1[CH2:14][CH2:13][CH2:12][CH2:11]1)=[O:8].C([O-])([O-])=O.[K+].[K+].[Na+].[I-].[NH2:33][C:34]1[N:39]([C:40]2[CH:45]=[CH:44][C:43]([CH2:46][CH2:47]OS(C)(=O)=O)=[CH:42][CH:41]=2)[C:38](=[O:53])[CH:37]=[CH:36][C:35]=1[C:54](=[O:62])[C:55]1[CH:60]=[CH:59][C:58]([F:61])=[CH:57][CH:56]=1, predict the reaction product. The product is: [NH2:33][C:34]1[N:39]([C:40]2[CH:41]=[CH:42][C:43]([CH2:46][CH2:47][N:4]3[CH2:5][CH2:6][N:1]([C:15]([O:17][CH2:18][C:19]4[CH:20]=[CH:21][CH:22]=[CH:23][CH:24]=4)=[O:16])[CH:2]([C:7]([O:9][CH:10]4[CH2:14][CH2:13][CH2:12][CH2:11]4)=[O:8])[CH2:3]3)=[CH:44][CH:45]=2)[C:38](=[O:53])[CH:37]=[CH:36][C:35]=1[C:54]([C:55]1[CH:60]=[CH:59][C:58]([F:61])=[CH:57][CH:56]=1)=[O:62]. (2) Given the reactants [CH3:1][C:2]1[O:6][N:5]=[C:4]([C:7]2[CH:12]=[CH:11][CH:10]=[CH:9][CH:8]=2)[C:3]=1[CH2:13][O:14][C:15]1[CH:23]=[CH:22][C:18]([C:19]([OH:21])=O)=[CH:17][N:16]=1.F[B-](F)(F)F.N1(OC(N(C)C)=[N+](C)C)C2C=CC=CC=2N=N1.C(N(CC)C(C)C)(C)C.Cl.[CH2:56]([O:58][C:59](=[O:68])[CH2:60][N:61]1[CH2:66][CH2:65][CH2:64][CH:63]([NH2:67])[CH2:62]1)[CH3:57], predict the reaction product. The product is: [CH2:56]([O:58][C:59](=[O:68])[CH2:60][N:61]1[CH2:66][CH2:65][CH2:64][CH:63]([NH:67][C:19]([C:18]2[CH:17]=[N:16][C:15]([O:14][CH2:13][C:3]3[C:4]([C:7]4[CH:8]=[CH:9][CH:10]=[CH:11][CH:12]=4)=[N:5][O:6][C:2]=3[CH3:1])=[CH:23][CH:22]=2)=[O:21])[CH2:62]1)[CH3:57]. (3) Given the reactants [F:1][C:2]1[N:7]=[C:6]([N:8]2[C:12]([O:13][C:14]3[C:19]([CH2:20][CH2:21][CH3:22])=[C:18](I)[N:17]=[CH:16][N:15]=3)=[CH:11][CH:10]=[N:9]2)[CH:5]=[CH:4][CH:3]=1, predict the reaction product. The product is: [F:1][C:2]1[N:7]=[C:6]([N:8]2[C:12]([O:13][C:14]3[C:19]([CH2:20][CH2:21][CH3:22])=[CH:18][N:17]=[CH:16][N:15]=3)=[CH:11][CH:10]=[N:9]2)[CH:5]=[CH:4][CH:3]=1.